This data is from Full USPTO retrosynthesis dataset with 1.9M reactions from patents (1976-2016). The task is: Predict the reactants needed to synthesize the given product. (1) Given the product [CH2:29]([O:31][C:32](=[O:37])[CH2:33][CH2:34][CH2:35][S:22][C:12]1[N:11]([CH2:10][C:3]2[C:4]3[CH:9]=[CH:8][CH:7]=[CH:6][C:5]=3[S:1][CH:2]=2)[C:15]2[CH:16]=[CH:17][C:18]([O:20][CH3:21])=[CH:19][C:14]=2[N:13]=1)[CH3:30], predict the reactants needed to synthesize it. The reactants are: [S:1]1[C:5]2[CH:6]=[CH:7][CH:8]=[CH:9][C:4]=2[C:3]([CH2:10][N:11]2[C:15]3[CH:16]=[CH:17][C:18]([O:20][CH3:21])=[CH:19][C:14]=3[N:13]=[C:12]2[SH:22])=[CH:2]1.C(=O)([O-])[O-].[K+].[K+].[CH2:29]([O:31][C:32](=[O:37])[CH2:33][CH2:34][CH2:35]Br)[CH3:30]. (2) Given the product [F:12][C:9]1[CH:10]=[C:11]2[C:6](=[CH:7][CH:8]=1)[N:5]([CH3:13])[C:4](=[O:14])[C:3]([C:15]#[N:16])=[C:2]2[N:17]1[CH2:22][CH2:21][NH:20][CH2:19][CH2:18]1, predict the reactants needed to synthesize it. The reactants are: Cl[C:2]1[C:11]2[C:6](=[CH:7][CH:8]=[C:9]([F:12])[CH:10]=2)[N:5]([CH3:13])[C:4](=[O:14])[C:3]=1[C:15]#[N:16].[NH:17]1[CH2:22][CH2:21][NH:20][CH2:19][CH2:18]1. (3) Given the product [Br:17][C:5]1[CH:4]=[C:3]2[C:8](=[CH:7][CH:6]=1)[O:9][C:10]1[CH:11]=[N:12][C:13]([Cl:16])=[CH:14][C:15]=1[C:2]12[C:18]2[CH:23]=[CH:22][CH:21]=[CH:20][C:19]=2[O:24][C:31]([NH2:30])=[N:1]1, predict the reactants needed to synthesize it. The reactants are: [NH2:1][C:2]1([C:18]2[CH:23]=[CH:22][CH:21]=[CH:20][C:19]=2[OH:24])[C:15]2[CH:14]=[C:13]([Cl:16])[N:12]=[CH:11][C:10]=2[O:9][C:8]2[C:3]1=[CH:4][C:5]([Br:17])=[CH:6][CH:7]=2.C([O-])(=O)C.[K+].[N:30]#[C:31]Br.C(Cl)Cl.